From a dataset of Peptide-MHC class I binding affinity with 185,985 pairs from IEDB/IMGT. Regression. Given a peptide amino acid sequence and an MHC pseudo amino acid sequence, predict their binding affinity value. This is MHC class I binding data. (1) The peptide sequence is IIYSKAGNI. The MHC is HLA-A68:02 with pseudo-sequence HLA-A68:02. The binding affinity (normalized) is 0.206. (2) The peptide sequence is KADAVVADL. The binding affinity (normalized) is 0.129. The MHC is HLA-A02:03 with pseudo-sequence HLA-A02:03. (3) The peptide sequence is KTQAIDGEF. The binding affinity (normalized) is 0.477. The MHC is HLA-B58:01 with pseudo-sequence HLA-B58:01. (4) The peptide sequence is QTVDFTDCR. The MHC is HLA-A02:03 with pseudo-sequence HLA-A02:03. The binding affinity (normalized) is 0. (5) The peptide sequence is ISLEAGQRF. The MHC is HLA-A26:01 with pseudo-sequence HLA-A26:01. The binding affinity (normalized) is 0.0847. (6) The peptide sequence is KPTGSAVV. The MHC is HLA-A01:01 with pseudo-sequence HLA-A01:01. The binding affinity (normalized) is 0. (7) The peptide sequence is KFKRKLMYV. The MHC is HLA-B57:01 with pseudo-sequence HLA-B57:01. The binding affinity (normalized) is 0.0847.